Dataset: Forward reaction prediction with 1.9M reactions from USPTO patents (1976-2016). Task: Predict the product of the given reaction. Given the reactants [F:1][C:2]([F:20])([F:19])[C:3]1[CH:18]=[CH:17][C:6]([CH2:7][N:8]2[CH2:13][CH:12]3[CH:10]([CH2:11]3)[CH:9]2[C:14](O)=[O:15])=[CH:5][CH:4]=1.Cl.[NH2:22][C@H:23]([C:25]1[CH:34]=[CH:33][C:28]([C:29]([O:31][CH3:32])=[O:30])=[CH:27][CH:26]=1)[CH3:24].CCN=C=NCCCN(C)C.Cl, predict the reaction product. The product is: [F:19][C:2]([F:1])([F:20])[C:3]1[CH:18]=[CH:17][C:6]([CH2:7][N:8]2[CH2:13][CH:12]3[CH:10]([CH2:11]3)[CH:9]2[C:14]([NH:22][C@H:23]([C:25]2[CH:34]=[CH:33][C:28]([C:29]([O:31][CH3:32])=[O:30])=[CH:27][CH:26]=2)[CH3:24])=[O:15])=[CH:5][CH:4]=1.